Dataset: Reaction yield outcomes from USPTO patents with 853,638 reactions. Task: Predict the reaction yield, written as a fraction of the theoretical maximum amount of product (1.0 means a 100% yield; for example, 0.34 means a 34% yield). (1) The reactants are N12CCCN=C1CCCCC2.[CH:12]([C:14]([CH2:16]C)=[O:15])=[CH2:13].[CH2:18]([O:20][C:21](=[O:34])[CH2:22][NH:23][S:24]([C:27]1[CH:32]=[CH:31][C:30]([CH3:33])=[CH:29][CH:28]=1)(=[O:26])=[O:25])[CH3:19]. The catalyst is C1COCC1.CCOCC. The product is [CH2:18]([O:20][C:21]([CH:22]1[C:14]([OH:15])([CH3:16])[CH2:12][CH2:13][N:23]1[S:24]([C:27]1[CH:28]=[CH:29][C:30]([CH3:33])=[CH:31][CH:32]=1)(=[O:25])=[O:26])=[O:34])[CH3:19]. The yield is 0.760. (2) The reactants are [F:1][C:2]1[CH:10]=[C:9]([F:11])[CH:8]=[CH:7][C:3]=1[C:4]([Cl:6])=[O:5].[CH3:12][N:13]([CH3:27])[CH:14]1[CH2:19][CH2:18][C:17]([C:20]2[N:25]=[C:24]([NH2:26])[CH:23]=[CH:22][CH:21]=2)=[CH:16][CH2:15]1. No catalyst specified. The product is [ClH:6].[F:1][C:2]1[CH:10]=[C:9]([F:11])[CH:8]=[CH:7][C:3]=1[C:4]([NH:26][C:24]1[CH:23]=[CH:22][CH:21]=[C:20]([C:17]2[CH2:18][CH2:19][CH:14]([N:13]([CH3:27])[CH3:12])[CH2:15][CH:16]=2)[N:25]=1)=[O:5]. The yield is 0.940.